This data is from Peptide-MHC class I binding affinity with 185,985 pairs from IEDB/IMGT. The task is: Regression. Given a peptide amino acid sequence and an MHC pseudo amino acid sequence, predict their binding affinity value. This is MHC class I binding data. (1) The peptide sequence is FLAPDTRYV. The MHC is HLA-A02:06 with pseudo-sequence HLA-A02:06. The binding affinity (normalized) is 0.550. (2) The peptide sequence is KRIKGTIMT. The MHC is Mamu-A20102 with pseudo-sequence Mamu-A20102. The binding affinity (normalized) is 0.0862. (3) The peptide sequence is WISDNTHIYL. The MHC is HLA-A02:01 with pseudo-sequence HLA-A02:01. The binding affinity (normalized) is 0.772. (4) The MHC is HLA-A26:01 with pseudo-sequence HLA-A26:01. The peptide sequence is YIITCCLFA. The binding affinity (normalized) is 0.0847.